Dataset: Full USPTO retrosynthesis dataset with 1.9M reactions from patents (1976-2016). Task: Predict the reactants needed to synthesize the given product. (1) Given the product [Br:6][C:7]1[CH:8]=[CH:9][C:10]([C@H:13]2[CH2:14][N:15]([C@@H:16]([C:18]3[CH:19]=[CH:20][CH:21]=[CH:22][CH:23]=3)[CH3:17])[C:3](=[O:4])[CH2:2][O:24]2)=[CH:11][CH:12]=1, predict the reactants needed to synthesize it. The reactants are: Cl[CH2:2][C:3](Cl)=[O:4].[Br:6][C:7]1[CH:12]=[CH:11][C:10]([C@H:13]([OH:24])[CH2:14][NH:15][C@@H:16]([C:18]2[CH:23]=[CH:22][CH:21]=[CH:20][CH:19]=2)[CH3:17])=[CH:9][CH:8]=1.C(N(CC)CC)C.Cl.[OH-].[K+]. (2) Given the product [CH:1]1([CH2:7][O:8][C:15]2[C:14]([CH:11]3[CH2:13][CH2:12]3)=[CH:21][C:18]([C:19]#[N:20])=[C:17]([F:22])[CH:16]=2)[CH2:6][CH2:5][CH2:4][CH2:3][CH2:2]1, predict the reactants needed to synthesize it. The reactants are: [CH:1]1([CH2:7][OH:8])[CH2:6][CH2:5][CH2:4][CH2:3][CH2:2]1.[H-].[Na+].[CH:11]1([C:14]2[C:15](F)=[CH:16][C:17]([F:22])=[C:18]([CH:21]=2)[C:19]#[N:20])[CH2:13][CH2:12]1.C([O-])(O)=O.[Na+]. (3) Given the product [S:1]([OH:5])([OH:4])(=[O:3])=[O:2].[F:6][C:7]1[CH:12]=[CH:11][CH:10]=[CH:9][C:8]=1[N:13]1[C:21]2[C:16](=[CH:17][CH:18]=[CH:19][CH:20]=2)[C:15]([O:22][CH:23]2[CH2:28][CH2:27][NH:26][CH2:25][CH2:24]2)=[N:14]1, predict the reactants needed to synthesize it. The reactants are: [S:1](=[O:5])(=[O:4])([OH:3])[OH:2].[F:6][C:7]1[CH:12]=[CH:11][CH:10]=[CH:9][C:8]=1[N:13]1[C:21]2[C:16](=[CH:17][CH:18]=[CH:19][CH:20]=2)[C:15]([O:22][CH:23]2[CH2:28][CH2:27][NH:26][CH2:25][CH2:24]2)=[N:14]1.N#N.CC(OC)(C)C.